From a dataset of Full USPTO retrosynthesis dataset with 1.9M reactions from patents (1976-2016). Predict the reactants needed to synthesize the given product. (1) Given the product [CH3:35][O:36][C:37](=[O:47])[CH2:38][C:39]1[CH:40]=[C:41]([C:12]2[CH:13]=[CH:14][C:15]([C:17]([F:20])([F:19])[F:18])=[CH:16][C:11]=2[CH2:10][N:9]([CH2:30][CH3:31])[C:8]([O:7][CH2:6][C:5]2[CH:4]=[CH:3][C:2]([F:1])=[CH:34][CH:33]=2)=[O:32])[CH:42]=[C:43]([Cl:45])[CH:44]=1, predict the reactants needed to synthesize it. The reactants are: [F:1][C:2]1[CH:34]=[CH:33][C:5]([CH2:6][O:7][C:8](=[O:32])[N:9]([CH2:30][CH3:31])[CH2:10][C:11]2[CH:16]=[C:15]([C:17]([F:20])([F:19])[F:18])[CH:14]=[CH:13][C:12]=2B2OC(C)(C)C(C)(C)O2)=[CH:4][CH:3]=1.[CH3:35][O:36][C:37](=[O:47])[CH2:38][C:39]1[CH:44]=[C:43]([Cl:45])[CH:42]=[C:41](Br)[CH:40]=1. (2) The reactants are: [CH3:1][O:2][C:3]1[CH:4]=[C:5]([NH:20][C:21]2[CH:26]=[C:25]([O:27][C:28]3[C:37]4[C:32](=[CH:33][CH:34]=[CH:35][CH:36]=4)[C:31]([NH:38]C(=O)OC(C)(C)C)=[CH:30][CH:29]=3)[CH:24]=[CH:23][N:22]=2)[CH:6]=[C:7]([C:9](=[O:19])[NH:10][CH2:11][CH2:12][N:13]2[CH2:18][CH2:17][O:16][CH2:15][CH2:14]2)[CH:8]=1.Cl.C([O-])([O-])=O.[Na+].[Na+]. Given the product [NH2:38][C:31]1[C:32]2[C:37](=[CH:36][CH:35]=[CH:34][CH:33]=2)[C:28]([O:27][C:25]2[CH:24]=[CH:23][N:22]=[C:21]([NH:20][C:5]3[CH:6]=[C:7]([CH:8]=[C:3]([O:2][CH3:1])[CH:4]=3)[C:9]([NH:10][CH2:11][CH2:12][N:13]3[CH2:18][CH2:17][O:16][CH2:15][CH2:14]3)=[O:19])[CH:26]=2)=[CH:29][CH:30]=1, predict the reactants needed to synthesize it. (3) Given the product [NH2:11][CH2:12][CH2:13][C:14]1[CH:19]=[CH:18][CH:17]=[CH:16][C:15]=1[C:20]1[O:24][N:23]=[C:22]([C@@H:25]2[C@:30]([C:32]3[CH:37]=[CH:36][C:35]([F:38])=[C:34]([F:39])[CH:33]=3)([OH:31])[CH2:29][CH2:28][N:27]([C:40]([O:42][C:43]([CH3:45])([CH3:44])[CH3:46])=[O:41])[CH2:26]2)[C:21]=1[Cl:47], predict the reactants needed to synthesize it. The reactants are: C(OC([NH:11][CH2:12][CH2:13][C:14]1[CH:19]=[CH:18][CH:17]=[CH:16][C:15]=1[C:20]1[O:24][N:23]=[C:22]([C@@H:25]2[C@:30]([C:32]3[CH:37]=[CH:36][C:35]([F:38])=[C:34]([F:39])[CH:33]=3)([OH:31])[CH2:29][CH2:28][N:27]([C:40]([O:42][C:43]([CH3:46])([CH3:45])[CH3:44])=[O:41])[CH2:26]2)[C:21]=1[Cl:47])=O)C1C=CC=CC=1.[OH-].[Ba+2].[OH-]. (4) Given the product [CH3:36][O:37][C:38]1[C:43]([O:44][CH2:45][O:46][CH2:47][CH2:48][Si:49]([CH3:52])([CH3:51])[CH3:50])=[CH:42][C:41]([CH2:53][OH:54])=[C:40]([C:2]2[CH:10]=[C:9]3[C:5]([C:6]([C:19]4[N:23]([CH2:24][O:25][CH2:26][CH2:27][Si:28]([CH3:30])([CH3:29])[CH3:31])[C:22]5[CH:32]=[CH:33][CH:34]=[CH:35][C:21]=5[N:20]=4)=[N:7][N:8]3[CH2:11][O:12][CH2:13][CH2:14][Si:15]([CH3:18])([CH3:17])[CH3:16])=[CH:4][CH:3]=2)[CH:39]=1, predict the reactants needed to synthesize it. The reactants are: I[C:2]1[CH:10]=[C:9]2[C:5]([C:6]([C:19]3[N:23]([CH2:24][O:25][CH2:26][CH2:27][Si:28]([CH3:31])([CH3:30])[CH3:29])[C:22]4[CH:32]=[CH:33][CH:34]=[CH:35][C:21]=4[N:20]=3)=[N:7][N:8]2[CH2:11][O:12][CH2:13][CH2:14][Si:15]([CH3:18])([CH3:17])[CH3:16])=[CH:4][CH:3]=1.[CH3:36][O:37][C:38]1[C:43]([O:44][CH2:45][O:46][CH2:47][CH2:48][Si:49]([CH3:52])([CH3:51])[CH3:50])=[CH:42][C:41]([CH2:53][OH:54])=[C:40]([Sn](C)(C)C)[CH:39]=1. (5) Given the product [NH2:1][C:2]1[C:11]2[CH:10]=[CH:9][CH:8]=[C:7]([C:29]3[C:30]([O:34][CH3:35])=[CH:31][CH:32]=[CH:33][C:28]=3[F:27])[C:6]=2[N:5]=[C:4]2[CH2:13][N:14]([CH2:17][C:18]3[CH:23]=[CH:22][C:21]([O:24][CH3:25])=[C:20]([Cl:26])[CH:19]=3)[C:15](=[O:16])[C:3]=12, predict the reactants needed to synthesize it. The reactants are: [NH2:1][C:2]1[C:11]2[CH:10]=[CH:9][CH:8]=[C:7](Br)[C:6]=2[N:5]=[C:4]2[CH2:13][N:14]([CH2:17][C:18]3[CH:23]=[CH:22][C:21]([O:24][CH3:25])=[C:20]([Cl:26])[CH:19]=3)[C:15](=[O:16])[C:3]=12.[F:27][C:28]1[CH:33]=[CH:32][CH:31]=[C:30]([O:34][CH3:35])[C:29]=1B(O)O. (6) Given the product [CH2:1]([C:7]1[CH:11]=[C:10]([CH:35]=[O:36])[S:9][C:8]=1[C:12]1[S:13][C:14]([C:17]2[S:18][C:19]([C:22]3[S:23][CH:24]=[CH:25][C:26]=3[CH2:27][CH2:28][CH2:29][CH2:30][CH2:31][CH3:32])=[CH:20][CH:21]=2)=[CH:15][CH:16]=1)[CH2:2][CH2:3][CH2:4][CH2:5][CH3:6], predict the reactants needed to synthesize it. The reactants are: [CH2:1]([C:7]1[CH:11]=[CH:10][S:9][C:8]=1[C:12]1[S:13][C:14]([C:17]2[S:18][C:19]([C:22]3[S:23][CH:24]=[CH:25][C:26]=3[CH2:27][CH2:28][CH2:29][CH2:30][CH2:31][CH3:32])=[CH:20][CH:21]=2)=[CH:15][CH:16]=1)[CH2:2][CH2:3][CH2:4][CH2:5][CH3:6].CN(C)[CH:35]=[O:36].O=P(Cl)(Cl)Cl.C([O-])(=O)C.[Na+]. (7) Given the product [F:25][C:16]1[C:15]2[O:14][CH2:13][C@H:12]([NH:11][CH2:42][CH:41]([CH3:44])[CH2:40][C:34]3[C:33]4[C:37](=[CH:38][CH:39]=[C:31]([F:30])[CH:32]=4)[NH:36][CH:35]=3)[CH2:21][C:20]=2[C:19]([C:22]([NH2:24])=[O:23])=[CH:18][CH:17]=1, predict the reactants needed to synthesize it. The reactants are: C([C@@H]([C@H](C(O)=O)O)O)(O)=O.[NH2:11][C@@H:12]1[CH2:21][C:20]2[C:19]([C:22]([NH2:24])=[O:23])=[CH:18][CH:17]=[C:16]([F:25])[C:15]=2[O:14][CH2:13]1.C(O)(=O)C.[F:30][C:31]1[CH:32]=[C:33]2[C:37](=[CH:38][CH:39]=1)[NH:36][CH:35]=[C:34]2[CH2:40][CH:41]([CH3:44])[CH:42]=O.C([BH3-])#N.[Na+].